The task is: Binary Classification. Given a drug SMILES string, predict its activity (active/inactive) in a high-throughput screening assay against a specified biological target.. This data is from M1 muscarinic receptor antagonist screen with 61,756 compounds. (1) The molecule is O1N(C(C2C1C(=O)N(C2=O)c1ccccc1)c1c(OCC)cccc1)c1ccccc1. The result is 0 (inactive). (2) The compound is S(=O)(=O)(N1CCC(CC1)C)c1cc2c(n(cc(C(=O)NC3CCCC3)c2=O)C)cc1. The result is 0 (inactive). (3) The molecule is s1c2c(nc1N)CCCC2=O. The result is 0 (inactive). (4) The drug is O=c1n(nc(c2c1cccc2)c1ccccc1)CCC(=O)N. The result is 0 (inactive). (5) The drug is O(c1cc2C(CC(=O)Nc2cc1OC)c1cccnc1)C. The result is 0 (inactive).